Task: Predict the product of the given reaction.. Dataset: Forward reaction prediction with 1.9M reactions from USPTO patents (1976-2016) (1) Given the reactants Cl[C:2]1[C:7]([CH2:8][C:9]2[CH:14]=[CH:13][C:12]([O:15][CH3:16])=[CH:11][CH:10]=2)=[C:6]([CH3:17])[N:5]=[C:4]([NH2:18])[N:3]=1, predict the reaction product. The product is: [CH3:16][O:15][C:12]1[CH:13]=[CH:14][C:9]([CH2:8][C:7]2[C:2]([NH:3][CH2:2][CH2:7][CH2:8][CH2:9][CH3:10])=[N:3][C:4]([NH2:18])=[N:5][C:6]=2[CH3:17])=[CH:10][CH:11]=1. (2) Given the reactants [Br:1][C:2]1[C:3]([O:23][CH3:24])=[C:4]([C:9]([CH2:12][S:13]([C:16]2[CH:21]=[CH:20][CH:19]=[CH:18][C:17]=2O)(=[O:15])=[O:14])=[CH:10][CH:11]=1)[C:5]([O:7][CH3:8])=[O:6].BrC1C(OC)=C(C(CSC2C=CC=C(O)C=2)=CC=1)C(OC)=[O:30], predict the reaction product. The product is: [Br:1][C:2]1[C:3]([O:23][CH3:24])=[C:4]([C:9]([CH2:12][S:13]([C:16]2[CH:21]=[CH:20][CH:19]=[C:18]([OH:30])[CH:17]=2)(=[O:15])=[O:14])=[CH:10][CH:11]=1)[C:5]([O:7][CH3:8])=[O:6]. (3) The product is: [C:13]1([C:6]2[C:7]3[C:12](=[CH:11][CH:10]=[CH:9][CH:8]=3)[C:3]([OH:2])=[CH:4][CH:5]=2)[CH:14]=[CH:15][CH:16]=[CH:17][CH:18]=1. Given the reactants C[O:2][C:3]1[C:12]2[C:7](=[CH:8][CH:9]=[CH:10][CH:11]=2)[C:6]([C:13]2[CH:18]=[CH:17][CH:16]=[CH:15][CH:14]=2)=[CH:5][CH:4]=1.Br.C(O)(=O)C, predict the reaction product. (4) Given the reactants CC1(C)CCC[C:4](C)(C)[NH:3]1.C([Li])CCC.[Cl:16][C:17]1[CH:22]=[N:21][CH:20]=[CH:19][N:18]=1.C(OCC)=[O:24].C(O)(=O)C.NO.C(N(CC)CC)C, predict the reaction product. The product is: [Cl:16][C:17]1[C:22]([CH:4]=[N:3][OH:24])=[N:21][CH:20]=[CH:19][N:18]=1. (5) Given the reactants [NH2:1][C:2]1[CH:11]=[C:10]([Br:12])[CH:9]=[CH:8][C:3]=1[C:4]([O:6][CH3:7])=[O:5].[Cl-].[Cl:14][C:15]1[NH2+:16][S:17][S:18][C:19]=1Cl, predict the reaction product. The product is: [Br:12][C:10]1[CH:9]=[CH:8][C:3]([C:4]([O:6][CH3:7])=[O:5])=[C:2](/[N:1]=[C:19]2\[C:15]([Cl:14])=[N:16][S:17][S:18]\2)[CH:11]=1. (6) Given the reactants [H-].[Na+].[Cl:3][C:4]1[N:5]=[C:6]([Cl:13])[C:7]2[CH:12]=[CH:11][NH:10][C:8]=2[N:9]=1.[CH3:14][Si:15]([CH3:22])([CH3:21])[CH2:16][CH2:17][O:18][CH2:19]Cl.O, predict the reaction product. The product is: [Cl:3][C:4]1[N:5]=[C:6]([Cl:13])[C:7]2[CH:12]=[CH:11][N:10]([CH2:19][O:18][CH2:17][CH2:16][Si:15]([CH3:22])([CH3:21])[CH3:14])[C:8]=2[N:9]=1. (7) Given the reactants Br[CH:2]1[CH2:6][N:5]([S:7]([C:10]2[CH:15]=[CH:14][C:13]([CH3:16])=[CH:12][CH:11]=2)(=[O:9])=[O:8])[CH2:4][C:3]1=[O:17].[Cl:18][CH2:19][CH2:20][CH2:21][O:22][C:23]1[CH:28]=[CH:27][C:26]([C:29](=[S:31])[NH2:30])=[CH:25][CH:24]=1, predict the reaction product. The product is: [Cl:18][CH2:19][CH2:20][CH2:21][O:22][C:23]1[CH:28]=[CH:27][C:26]([C:29]2[S:31][CH:2]3[CH2:6][N:5]([S:7]([C:10]4[CH:15]=[CH:14][C:13]([CH3:16])=[CH:12][CH:11]=4)(=[O:9])=[O:8])[CH2:4][C:3]3([OH:17])[N:30]=2)=[CH:25][CH:24]=1. (8) Given the reactants [Cl:1][C:2]1[CH:3]=[C:4]([C:8]2[C:16]3[O:15][CH:14]([CH2:17][NH2:18])[CH2:13][C:12]=3[CH:11]=[CH:10][CH:9]=2)[CH:5]=[CH:6][CH:7]=1.C(N(C(C)C)CC)(C)C.Cl[C:29]([O:31][CH2:32][C:33]1[CH:38]=[CH:37][CH:36]=[CH:35][CH:34]=1)=[O:30].C(OC(=O)NCC1CC2C=CC=C(C3CCCC3)C=2O1)C1C=CC=CC=1, predict the reaction product. The product is: [CH2:32]([O:31][C:29](=[O:30])[NH:18][CH2:17][CH:14]1[CH2:13][C:12]2[CH:11]=[CH:10][CH:9]=[C:8]([C:4]3[CH:5]=[CH:6][CH:7]=[C:2]([Cl:1])[CH:3]=3)[C:16]=2[O:15]1)[C:33]1[CH:38]=[CH:37][CH:36]=[CH:35][CH:34]=1. (9) Given the reactants [CH3:1][O:2][C:3](=[O:25])[CH2:4][C@@H:5]([NH:17]C(OC(C)(C)C)=O)[CH2:6][S:7][CH2:8][C:9]1[CH:14]=[CH:13][C:12]([O:15][CH3:16])=[CH:11][CH:10]=1.[ClH:26].O1CCOCC1.C(OCC)C, predict the reaction product. The product is: [ClH:26].[CH3:1][O:2][C:3](=[O:25])[CH2:4][C@@H:5]([NH2:17])[CH2:6][S:7][CH2:8][C:9]1[CH:10]=[CH:11][C:12]([O:15][CH3:16])=[CH:13][CH:14]=1.